Dataset: Catalyst prediction with 721,799 reactions and 888 catalyst types from USPTO. Task: Predict which catalyst facilitates the given reaction. (1) Reactant: [CH3:1][O:2][C:3](=[O:11])[C:4]1[CH:9]=[CH:8][C:7]([OH:10])=[CH:6][CH:5]=1.[CH3:12][C:13]([O:15][C@@H:16]1[CH:20]=[CH:19][C@H:18](O)[CH2:17]1)=[O:14].C1(P(C2C=CC=CC=2)C2C=CC=CC=2)C=CC=CC=1.CC(OC(/N=N/C(OC(C)C)=O)=O)C. Product: [CH3:1][O:2][C:3](=[O:11])[C:4]1[CH:9]=[CH:8][C:7]([O:10][C@H:19]2[CH2:20][C@H:16]([O:15][C:13](=[O:14])[CH3:12])[CH:17]=[CH:18]2)=[CH:6][CH:5]=1. The catalyst class is: 1. (2) Reactant: [NH:1]1[CH2:6][CH2:5][O:4][CH2:3][CH2:2]1.C1COCC1.[F:12][C:13]([F:54])([F:53])[C:14]1[CH:15]=[C:16]([C@H:24]2[O:28][C:27](=[O:29])[N:26]([CH2:30][C:31]3[C:36]([C:37]4[C:38]([O:46][CH3:47])=[N:39][CH:40]=[C:41]([CH:43]([CH3:45])[CH3:44])[CH:42]=4)=[CH:35][N:34]=[C:33](S(C)(=O)=O)[N:32]=3)[C@H:25]2[CH3:52])[CH:17]=[C:18]([C:20]([F:23])([F:22])[F:21])[CH:19]=1.C(#N)C.O. Product: [F:22][C:20]([F:21])([F:23])[C:18]1[CH:17]=[C:16]([C@H:24]2[O:28][C:27](=[O:29])[N:26]([CH2:30][C:31]3[C:36]([C:37]4[C:38]([O:46][CH3:47])=[N:39][CH:40]=[C:41]([CH:43]([CH3:45])[CH3:44])[CH:42]=4)=[CH:35][N:34]=[C:33]([N:1]4[CH2:6][CH2:5][O:4][CH2:3][CH2:2]4)[N:32]=3)[C@H:25]2[CH3:52])[CH:15]=[C:14]([C:13]([F:12])([F:54])[F:53])[CH:19]=1. The catalyst class is: 23. (3) Reactant: [Cl:1][C:2]1[CH:3]=[CH:4][C:5]([F:19])=[C:6]([C:8]2[N:17]=[C:16](O)[C:15]3[CH2:14][CH2:13][CH2:12][CH2:11][C:10]=3[N:9]=2)[CH:7]=1.C([O-])(O)=O.[Na+].O=P(Cl)(Cl)[Cl:27]. Product: [Cl:27][C:16]1[C:15]2[CH2:14][CH2:13][CH2:12][CH2:11][C:10]=2[N:9]=[C:8]([C:6]2[CH:7]=[C:2]([Cl:1])[CH:3]=[CH:4][C:5]=2[F:19])[N:17]=1. The catalyst class is: 2. (4) Reactant: FC(F)(F)C(O)=O.[Cl:8][C:9]1[C:14]([O:15][CH3:16])=[CH:13][C:12]([O:17][CH3:18])=[C:11]([Cl:19])[C:10]=1[NH:20][C:21](=[O:48])[N:22]([C:24]1[N:29]=[CH:28][N:27]=[C:26]([NH:30][C:31]2[CH:36]=[CH:35][C:34]([N:37]3[CH2:42][CH2:41][NH:40][CH2:39][CH2:38]3)=[CH:33][C:32]=2[NH:43][C:44](=[O:47])[CH:45]=[CH2:46])[CH:25]=1)[CH3:23].[C:49]([O:53][C:54](=[O:59])[NH:55][CH2:56][CH:57]=O)([CH3:52])([CH3:51])[CH3:50].C([BH3-])#N.[Na+]. Product: [C:44]([NH:43][C:32]1[CH:33]=[C:34]([N:37]2[CH2:38][CH2:39][N:40]([CH2:57][CH2:56][NH:55][C:54](=[O:59])[O:53][C:49]([CH3:52])([CH3:51])[CH3:50])[CH2:41][CH2:42]2)[CH:35]=[CH:36][C:31]=1[NH:30][C:26]1[CH:25]=[C:24]([N:22]([CH3:23])[C:21]([NH:20][C:10]2[C:9]([Cl:8])=[C:14]([O:15][CH3:16])[CH:13]=[C:12]([O:17][CH3:18])[C:11]=2[Cl:19])=[O:48])[N:29]=[CH:28][N:27]=1)(=[O:47])[CH:45]=[CH2:46]. The catalyst class is: 36.